Dataset: Forward reaction prediction with 1.9M reactions from USPTO patents (1976-2016). Task: Predict the product of the given reaction. Given the reactants [Cl:1][S:2]([CH2:5][CH2:6][CH2:7][NH:8][C:9](=[O:11])[CH3:10])(=[O:4])=[O:3].[OH:12][CH2:13][C:14]([CH3:26])([CH3:25])[C:15]([O:17][CH2:18][C:19]1[CH:20]=[N:21][CH:22]=[CH:23][CH:24]=1)=[O:16].C(N(CC)CC)C, predict the reaction product. The product is: [ClH:1].[C:9]([NH:8][CH2:7][CH2:6][CH2:5][S:2]([O:12][CH2:13][C:14]([CH3:26])([CH3:25])[C:15]([O:17][CH2:18][C:19]1[CH:20]=[N:21][CH:22]=[CH:23][CH:24]=1)=[O:16])(=[O:4])=[O:3])(=[O:11])[CH3:10].